This data is from Reaction yield outcomes from USPTO patents with 853,638 reactions. The task is: Predict the reaction yield, written as a fraction of the theoretical maximum amount of product (1.0 means a 100% yield; for example, 0.34 means a 34% yield). (1) The reactants are C[O:2][C:3]([C:5]1[N:6]=[N:7][C:8]([N:11]2[CH2:16][CH2:15][N:14]([C:17](=[O:28])[C:18]3[CH:23]=[CH:22][CH:21]=[CH:20][C:19]=3[C:24]([F:27])([F:26])[F:25])[CH2:13][CH2:12]2)=[CH:9][CH:10]=1)=[O:4].O.[OH-].[Li+].Cl. The catalyst is O1CCCC1.O. The product is [F:27][C:24]([F:25])([F:26])[C:19]1[CH:20]=[CH:21][CH:22]=[CH:23][C:18]=1[C:17]([N:14]1[CH2:15][CH2:16][N:11]([C:8]2[N:7]=[N:6][C:5]([C:3]([OH:4])=[O:2])=[CH:10][CH:9]=2)[CH2:12][CH2:13]1)=[O:28]. The yield is 0.950. (2) The reactants are [Cl:1][C:2]1[CH:7]=[CH:6][C:5]([C:8]2[S:16][C:15]3[C:14](=[O:17])[N:13]([C:18]4[CH:23]=[CH:22][C:21]([O:24][CH2:25][C:26]([OH:29])([CH3:28])[CH3:27])=[C:20]([O:30][CH3:31])[CH:19]=4)[CH:12]=[N:11][C:10]=3[CH:9]=2)=[CH:4][CH:3]=1.C([O:36][C:37](=[O:42])[CH2:38][C:39](O)=[O:40])(C)(C)C.C(N=C=NC(C)C)(C)C. The catalyst is C(Cl)Cl. The product is [Cl:1][C:2]1[CH:7]=[CH:6][C:5]([C:8]2[S:16][C:15]3[C:14](=[O:17])[N:13]([C:18]4[CH:23]=[CH:22][C:21]([O:24][CH2:25][C:26]([CH3:28])([O:29][C:39](=[O:40])[CH2:38][C:37]([OH:42])=[O:36])[CH3:27])=[C:20]([O:30][CH3:31])[CH:19]=4)[CH:12]=[N:11][C:10]=3[CH:9]=2)=[CH:4][CH:3]=1. The yield is 0.790. (3) The reactants are [CH:1]([C:3]1[CH:11]=[CH:10][C:6]([C:7]([OH:9])=[O:8])=[CH:5][CH:4]=1)=[O:2].S(Cl)(Cl)=O.[CH3:16]O. No catalyst specified. The product is [C:7]([C:6]1[CH:10]=[CH:11][C:3]([CH:1]=[O:2])=[CH:4][CH:5]=1)([O:9][CH3:16])=[O:8]. The yield is 0.980. (4) The reactants are [CH3:1][C@@H:2]1[C@H:6]([C:7]2[CH:12]=[CH:11][CH:10]=[CH:9][CH:8]=2)[O:5][C:4](=[O:13])[N:3]1[C:14](=[O:24])[CH2:15][CH2:16][C@H:17]([CH3:23])[CH2:18][CH2:19][CH2:20][CH2:21][CH3:22].C[C@@H](CCCCC)CCC(O)=O. No catalyst specified. The product is [CH3:1][C@@H:2]1[C@H:6]([C:7]2[CH:12]=[CH:11][CH:10]=[CH:9][CH:8]=2)[O:5][C:4](=[O:13])[N:3]1[C:14](=[O:24])[CH2:15][CH2:16][C@@H:17]([CH3:23])[CH2:18][CH2:19][CH2:20][CH2:21][CH3:22]. The yield is 1.00. (5) The reactants are [CH3:1][O:2][C:3](=[O:16])[C@@H:4]([NH:8][C:9]([O:11][C:12]([CH3:15])([CH3:14])[CH3:13])=[O:10])[C@H:5]([NH2:7])[CH3:6].[C:17](ON1C(=O)CCC1=O)([O:19][CH2:20][CH:21]1[C:33]2[C:28](=[CH:29][CH:30]=[CH:31][CH:32]=2)[C:27]2[C:22]1=[CH:23][CH:24]=[CH:25][CH:26]=2)=[O:18]. The catalyst is CC(C)=O. The product is [CH3:1][O:2][C:3](=[O:16])[C@@H:4]([NH:8][C:9]([O:11][C:12]([CH3:15])([CH3:14])[CH3:13])=[O:10])[C@H:5]([NH:7][C:17]([O:19][CH2:20][CH:21]1[C:22]2[CH:23]=[CH:24][CH:25]=[CH:26][C:27]=2[C:28]2[C:33]1=[CH:32][CH:31]=[CH:30][CH:29]=2)=[O:18])[CH3:6]. The yield is 0.820.